This data is from Catalyst prediction with 721,799 reactions and 888 catalyst types from USPTO. The task is: Predict which catalyst facilitates the given reaction. (1) Reactant: [Br:1]N1C(=O)CCC1=O.CSC.[F:12][C:13]1[CH:20]=[C:19]([CH2:21]O)[CH:18]=[CH:17][C:14]=1[C:15]#[N:16]. Product: [Br:1][CH2:21][C:19]1[CH:18]=[CH:17][C:14]([C:15]#[N:16])=[C:13]([F:12])[CH:20]=1. The catalyst class is: 2. (2) Reactant: [NH:1]1[CH2:6][CH2:5][O:4][CH2:3][C:2]1=O.F[B-](F)(F)F.C[O+](C)C.[NH:17]([C:19](=O)[C:20]([O:22][CH2:23][CH3:24])=[O:21])[NH2:18]. Product: [N:18]1[N:17]=[C:19]([C:20]([O:22][CH2:23][CH3:24])=[O:21])[N:1]2[CH2:6][CH2:5][O:4][CH2:3][C:2]=12. The catalyst class is: 2. (3) Reactant: CC1(C)C[CH:10]([NH2:12])[C:9]2[C:4](=[CH:5][CH:6]=[CH:7]C=2)[O:3]1.[CH:14]([S:17]([NH:20][C:21]1[CH:26]=[CH:25][CH:24]=[CH:23][C:22]=1/[CH:27]=[CH:28]/[C:29]([OH:31])=O)(=[O:19])=[O:18])([CH3:16])[CH3:15].CCN=C=NCCCN(C)C.[ClH:43].[CH:44]1[CH:45]=[CH:46][C:47]2N(O)N=N[C:48]=2[CH:49]=1.C(N(CC)CC)C. Product: [Cl:43][C:44]1[CH:49]=[C:48]2[C:47](=[CH:46][CH:45]=1)[O:3][C:4]1([CH2:5][CH2:6][CH2:7]1)[CH2:9][CH:10]2[NH:12][C:29](=[O:31])/[CH:28]=[CH:27]/[C:22]1[CH:23]=[CH:24][CH:25]=[CH:26][C:21]=1[NH:20][S:17]([CH:14]([CH3:15])[CH3:16])(=[O:18])=[O:19]. The catalyst class is: 4. (4) Reactant: [Br:1][C:2]1[C:3]([CH3:12])=[C:4]([S:8](Cl)(=[O:10])=[O:9])[CH:5]=[CH:6][CH:7]=1.[C:13]12([NH2:23])[CH2:22][CH:17]3[CH2:18][CH:19]([CH2:21][CH:15]([CH2:16]3)[CH2:14]1)[CH2:20]2.C(N(C(C)C)CC)(C)C. Product: [Br:1][C:2]1[C:3]([CH3:12])=[C:4]([S:8]([NH:23][C:13]23[CH2:14][CH:15]4[CH2:21][CH:19]([CH2:18][CH:17]([CH2:16]4)[CH2:22]2)[CH2:20]3)(=[O:10])=[O:9])[CH:5]=[CH:6][CH:7]=1. The catalyst class is: 96. (5) Reactant: CC1(C)[O:6][CH:5]([CH2:7][N:8]([C:25]2[CH:30]=[CH:29][C:28]([NH:31][C:32]([NH:34][C:35]3[CH:40]=[CH:39][CH:38]=[CH:37][CH:36]=3)=[O:33])=[CH:27][CH:26]=2)[S:9]([C:12]2[CH:13]=[C:14]([C:18]3[CH:23]=[CH:22][C:21]([F:24])=[CH:20][CH:19]=3)[CH:15]=[CH:16][CH:17]=2)(=[O:11])=[O:10])[CH2:4][O:3]1.Cl. Product: [OH:6][CH:5]([CH2:4][OH:3])[CH2:7][N:8]([C:25]1[CH:30]=[CH:29][C:28]([NH:31][C:32]([NH:34][C:35]2[CH:40]=[CH:39][CH:38]=[CH:37][CH:36]=2)=[O:33])=[CH:27][CH:26]=1)[S:9]([C:12]1[CH:13]=[C:14]([C:18]2[CH:19]=[CH:20][C:21]([F:24])=[CH:22][CH:23]=2)[CH:15]=[CH:16][CH:17]=1)(=[O:11])=[O:10]. The catalyst class is: 21. (6) Reactant: [NH:1]1[C:11]2[C:6](=[CH:7][CH:8]=[CH:9][CH:10]=2)[C:4](=O)[C:2]1=[O:3].[CH3:12][O:13][C:14]1[CH:15]=[C:16]([CH2:22][C:23](O)=[O:24])[CH:17]=[CH:18][C:19]=1[O:20][CH3:21].C([O-])(=[O:28])C.[Na+]. Product: [OH:24][C:23]1[C:22]([C:16]2[CH:17]=[CH:18][C:19]([O:20][CH3:21])=[C:14]([O:13][CH3:12])[CH:15]=2)=[C:4]([C:2]([OH:28])=[O:3])[C:6]2[C:11](=[CH:10][CH:9]=[CH:8][CH:7]=2)[N:1]=1. The catalyst class is: 52. (7) Product: [N:45]1([C:32]2[N:31]=[C:30]([C:21]3[CH:26]=[N:25][C:24]([NH2:27])=[N:23][CH:22]=3)[N:38]=[C:37]3[C:33]=2[N:34]=[CH:35][N:36]3[CH2:39][CH:40]2[CH2:44][CH2:43][O:42][CH2:41]2)[CH2:50][CH2:49][O:48][CH2:47][CH2:46]1. The catalyst class is: 69. Reactant: O1CCOCC1.C(=O)([O-])[O-].[Na+].[Na+].CC1(C)C(C)(C)OB([C:21]2[CH:22]=[N:23][C:24]([NH2:27])=[N:25][CH:26]=2)O1.Cl[C:30]1[N:38]=[C:37]2[C:33]([N:34]=[CH:35][N:36]2[CH2:39][CH:40]2[CH2:44][CH2:43][O:42][CH2:41]2)=[C:32]([N:45]2[CH2:50][CH2:49][O:48][CH2:47][CH2:46]2)[N:31]=1. (8) Reactant: I[CH2:2][CH2:3][OH:4].C(=O)([O-])[O-].[K+].[K+].[F:11][C:12]1[CH:13]=[N:14][C:15]2[C:20]([C:21]=1[CH2:22][CH2:23][CH2:24][C:25]1([C:31]([O:33][CH2:34][CH3:35])=[O:32])[CH2:30][CH2:29][NH:28][CH2:27][CH2:26]1)=[CH:19][CH:18]=[CH:17][CH:16]=2. Product: [F:11][C:12]1[CH:13]=[N:14][C:15]2[C:20]([C:21]=1[CH2:22][CH2:23][CH2:24][C:25]1([C:31]([O:33][CH2:34][CH3:35])=[O:32])[CH2:30][CH2:29][N:28]([CH2:2][CH2:3][OH:4])[CH2:27][CH2:26]1)=[CH:19][CH:18]=[CH:17][CH:16]=2. The catalyst class is: 10.